From a dataset of Peptide-MHC class I binding affinity with 185,985 pairs from IEDB/IMGT. Regression. Given a peptide amino acid sequence and an MHC pseudo amino acid sequence, predict their binding affinity value. This is MHC class I binding data. (1) The peptide sequence is SIYVILKDPR. The MHC is HLA-A68:01 with pseudo-sequence HLA-A68:01. The binding affinity (normalized) is 0.610. (2) The peptide sequence is RFLEDYFGV. The MHC is HLA-A31:01 with pseudo-sequence HLA-A31:01. The binding affinity (normalized) is 0.415. (3) The peptide sequence is KTSTLIFFV. The MHC is HLA-A02:03 with pseudo-sequence HLA-A02:03. The binding affinity (normalized) is 0.533. (4) The peptide sequence is ELVRKTRFL. The binding affinity (normalized) is 0.0847. The MHC is HLA-A31:01 with pseudo-sequence HLA-A31:01. (5) The peptide sequence is VHPVHAGPIA. The MHC is HLA-B44:03 with pseudo-sequence HLA-B44:03. The binding affinity (normalized) is 0. (6) The MHC is HLA-A02:01 with pseudo-sequence HLA-A02:01. The peptide sequence is AVRQKSRWI. The binding affinity (normalized) is 0.0847.